From a dataset of Full USPTO retrosynthesis dataset with 1.9M reactions from patents (1976-2016). Predict the reactants needed to synthesize the given product. (1) The reactants are: C(OC(=O)[NH:7][C@@H:8]([CH2:13][NH:14][C:15]1[C:24]2[C:19](=[CH:20][CH:21]=[CH:22][CH:23]=2)[N:18]=[C:17]([C:25]2[CH:30]=[C:29]([OH:31])[CH:28]=[CH:27][C:26]=2[OH:32])[N:16]=1)[CH2:9][CH:10]([CH3:12])[CH3:11])(C)(C)C.[C:34](=O)([O-])[O-].[K+].[K+].S(OC)(OC)(=O)=O. Given the product [NH2:7][C@H:8]([CH2:9][CH:10]([CH3:11])[CH3:12])[CH2:13][NH:14][C:15]1[C:24]2[C:19](=[CH:20][CH:21]=[CH:22][CH:23]=2)[N:18]=[C:17]([C:25]2[CH:30]=[C:29]([O:31][CH3:34])[CH:28]=[CH:27][C:26]=2[OH:32])[N:16]=1, predict the reactants needed to synthesize it. (2) The reactants are: [Br-].[C:2]([O:19]C(C[O:19][C:2](=[O:18])[CH2:3][CH2:4][CH2:5][CH2:6][CH2:7][CH2:8][CH2:9][CH2:10][CH2:11][CH2:12][CH2:13][CH2:14][CH2:15][CH2:16][CH3:17])C[N+](CCCCCCCCCCCCCCCCO)(C)C)(=[O:18])[CH2:3][CH2:4][CH2:5][CH2:6][CH2:7][CH2:8][CH2:9][CH2:10][CH2:11][CH2:12][CH2:13][CH2:14][CH2:15][CH2:16][CH3:17].CC1(C)N([O])C(C)(C)CCC1.[K+].[Br-].C([O-])(O)=O.[Na+]. Given the product [C:2]([OH:19])(=[O:18])[CH2:3][CH2:4][CH2:5][CH2:6][CH2:7][CH2:8][CH2:9][CH2:10][CH2:11][CH2:12][CH2:13][CH2:14][CH2:15][CH2:16][CH3:17], predict the reactants needed to synthesize it. (3) Given the product [C:20]([O:24][C:25]([N:27]1[CH2:32][CH2:31][N:30]([C:6]2[C:5]3[C:10](=[CH:11][C:2]([Cl:1])=[CH:3][CH:4]=3)[N:9]=[C:8]([C:12]([O:14][CH2:15][CH3:16])=[O:13])[CH:7]=2)[CH2:29][CH2:28]1)=[O:26])([CH3:23])([CH3:21])[CH3:22], predict the reactants needed to synthesize it. The reactants are: [Cl:1][C:2]1[CH:11]=[C:10]2[C:5]([C:6](=O)[CH2:7][C:8]([C:12]([O:14][CH2:15][CH3:16])=[O:13])=[N:9]2)=[CH:4][CH:3]=1.[H-].[Na+].[C:20]([O:24][C:25]([N:27]1[CH2:32][CH2:31][NH:30][CH2:29][CH2:28]1)=[O:26])([CH3:23])([CH3:22])[CH3:21]. (4) Given the product [O:21]1[C:30]2[C:25](=[CH:26][CH:27]=[CH:28][CH:29]=2)[CH:24]([NH:31][C:2]2[C:3]3[CH:4]=[CH:5][C:6]([NH:20][CH2:19][C:17]4[O:18][C:14]([CH3:13])=[CH:15][CH:16]=4)=[N:7][C:8]=3[CH:9]=[CH:10][CH:11]=2)[CH2:23][CH2:22]1, predict the reactants needed to synthesize it. The reactants are: I[C:2]1[CH:11]=[CH:10][CH:9]=[C:8]2[C:3]=1[CH:4]=[CH:5][C:6](Cl)=[N:7]2.[CH3:13][C:14]1[O:18][C:17]([CH2:19][NH2:20])=[CH:16][CH:15]=1.[O:21]1[C:30]2[C:25](=[CH:26][CH:27]=[CH:28][CH:29]=2)[CH:24]([NH2:31])[CH2:23][CH2:22]1. (5) The reactants are: [CH3:1][O:2][C:3]1[CH:20]=[CH:19][C:6]([CH2:7][N:8]2[C:17]3[C:12](=[CH:13][CH:14]=[CH:15][CH:16]=3)[CH2:11][CH2:10][C:9]2=[O:18])=[CH:5][CH:4]=1.[Li+].CC([N-]C(C)C)C.[I:29][CH2:30][CH2:31][CH2:32][CH2:33]I. Given the product [I:29][CH2:30][CH2:31][CH2:32][CH2:33][CH:10]1[CH2:11][C:12]2[C:17](=[CH:16][CH:15]=[CH:14][CH:13]=2)[N:8]([CH2:7][C:6]2[CH:5]=[CH:4][C:3]([O:2][CH3:1])=[CH:20][CH:19]=2)[C:9]1=[O:18], predict the reactants needed to synthesize it. (6) Given the product [NH:8]1[C:3]2[CH:4]=[CH:5][CH:6]=[CH:7][C:2]=2[N:1]=[C:9]1[C:11]1[N:12]=[CH:13][N:14]2[C:19](=[O:20])[N:18]([CH3:21])[N:17]=[N:16][C:15]=12, predict the reactants needed to synthesize it. The reactants are: [NH2:1][C:2]1[CH:7]=[CH:6][CH:5]=[CH:4][C:3]=1[NH:8][C:9]([C:11]1[N:12]=[CH:13][N:14]2[C:19](=[O:20])[N:18]([CH3:21])[N:17]=[N:16][C:15]=12)=O.